From a dataset of Reaction yield outcomes from USPTO patents with 853,638 reactions. Predict the reaction yield, written as a fraction of the theoretical maximum amount of product (1.0 means a 100% yield; for example, 0.34 means a 34% yield). (1) The reactants are [Cl:1][C:2]1[CH:7]=[CH:6][CH:5]=[C:4]([Cl:8])[C:3]=1[S:9](Cl)(=[O:11])=[O:10].[NH3:13].Cl. The catalyst is N1C=CC=CC=1. The product is [Cl:1][C:2]1[CH:7]=[CH:6][CH:5]=[C:4]([Cl:8])[C:3]=1[S:9]([NH2:13])(=[O:11])=[O:10]. The yield is 0.900. (2) The reactants are [CH2:1]([O:3][CH:4]([O:32][CH2:33][CH3:34])[C:5]1[N:10]=[C:9](S(CC2C=CC=CC=2)(=O)=O)[N:8]=[C:7]([NH:21][C:22]2[S:23][C:24]3[CH:30]=[C:29]([Br:31])[CH:28]=[CH:27][C:25]=3[N:26]=2)[CH:6]=1)[CH3:2].[NH2:35][C@H:36]1[CH2:41][CH2:40][C@H:39]([OH:42])[CH2:38][CH2:37]1.O.C(=O)(O)[O-].[Na+]. The catalyst is C(O)(C)C. The product is [CH2:33]([O:32][CH:4]([O:3][CH2:1][CH3:2])[C:5]1[CH:6]=[C:7]([NH:21][C:22]2[S:23][C:24]3[CH:30]=[C:29]([Br:31])[CH:28]=[CH:27][C:25]=3[N:26]=2)[N:8]=[C:9]([NH:35][C@H:36]2[CH2:41][CH2:40][C@H:39]([OH:42])[CH2:38][CH2:37]2)[N:10]=1)[CH3:34]. The yield is 0.880. (3) The reactants are [C:1]([OH:6])(=[O:5])[C:2]([CH3:4])=[CH2:3].C12(CS(O)(=O)=O)[C:14](C)(C)[CH:11](CC1)[CH2:10][C:8]2=[O:9]. The catalyst is C(=O)(O)[O-].[Na+]. The product is [C:1]([O:6][CH:14]1[CH2:11][CH2:10][CH2:8][O:9]1)(=[O:5])[C:2]([CH3:4])=[CH2:3]. The yield is 0.800. (4) The reactants are [F:1][C:2]1[CH:7]=[CH:6][CH:5]=[CH:4][C:3]=1[C:8]1[NH:16][C:15]2[CH:14]=[N:13][CH:12]=[N:11][C:10]=2[CH:9]=1.[Br:17]N1C(=O)CCC1=O. The catalyst is CC(C)=O.CCOC(C)=O. The product is [Br:17][C:9]1[C:10]2[N:11]=[CH:12][N:13]=[CH:14][C:15]=2[NH:16][C:8]=1[C:3]1[CH:4]=[CH:5][CH:6]=[CH:7][C:2]=1[F:1]. The yield is 0.600. (5) The reactants are [OH:1][C:2]1[C:7]([C:8]([OH:10])=O)=[CH:6][N:5]=[C:4]([N:11]2[CH:15]=[CH:14][CH:13]=[N:12]2)[N:3]=1.[CH3:16]CN(C(C)C)C(C)C.CN(C(ON1N=NC2C=CC=NC1=2)=[N+](C)C)C.F[P-](F)(F)(F)(F)F.Cl.[NH2:50][C@@H:51]([C:63]1[CH:68]=[CH:67][C:66]([F:69])=[CH:65][C:64]=1[F:70])[C:52]1[CH:57]=[CH:56][C:55]([P:58]([CH3:62])(=[O:61])[O:59][CH3:60])=[CH:54][CH:53]=1. The catalyst is CN(C=O)C.O. The product is [F:70][C:64]1[CH:65]=[C:66]([F:69])[CH:67]=[CH:68][C:63]=1[C@H:51]([NH:50][C:8]([C:7]1[C:2]([OH:1])=[N:3][C:4]([N:11]2[CH:15]=[CH:14][CH:13]=[N:12]2)=[N:5][CH:6]=1)=[O:10])[C:52]1[CH:53]=[CH:54][C:55]([P:58]([CH3:62])(=[O:61])[O:59][CH2:60][CH3:16])=[CH:56][CH:57]=1. The yield is 0.800. (6) The reactants are [Cl:1][C:2]1[C:3]([C:8]([OH:10])=O)=[N:4][N:5]([CH3:7])[CH:6]=1.O1CCCC1.C(Cl)(=O)C(Cl)=O.[NH2:22][C:23]1[CH:24]=[C:25]([CH:42]=[CH:43][C:44]=1[CH3:45])[O:26][C:27]1[CH:28]=[CH:29][C:30]2[N:31]([CH:33]=[C:34]([NH:36][C:37]([CH:39]3[CH2:41][CH2:40]3)=[O:38])[N:35]=2)[N:32]=1. The catalyst is CN(C)C=O.CN(C)C(=O)C. The product is [Cl:1][C:2]1[C:3]([C:8]([NH:22][C:23]2[CH:24]=[C:25]([O:26][C:27]3[CH:28]=[CH:29][C:30]4[N:31]([CH:33]=[C:34]([NH:36][C:37]([CH:39]5[CH2:40][CH2:41]5)=[O:38])[N:35]=4)[N:32]=3)[CH:42]=[CH:43][C:44]=2[CH3:45])=[O:10])=[N:4][N:5]([CH3:7])[CH:6]=1. The yield is 0.820. (7) The product is [F:1][C:2]1[CH:22]=[CH:21][C:5]([O:6][C:7]2[CH:8]=[CH:9][C:10]([N:13]3[C:14]4[CH:19]=[CH:18][CH:17]=[CH:16][C:15]=4[N:20]=[C:22]3[CH:2]3[CH2:3][CH2:4][O:31][CH2:30][CH2:29]3)=[CH:11][CH:12]=2)=[CH:4][CH:3]=1. The reactants are [F:1][C:2]1[CH:22]=[CH:21][C:5]([O:6][C:7]2[CH:12]=[CH:11][C:10]([NH:13][C:14]3[C:15]([NH2:20])=[CH:16][CH:17]=[CH:18][CH:19]=3)=[CH:9][CH:8]=2)=[CH:4][CH:3]=1.OS([O-])=O.[Na+].O.[CH3:29][CH2:30][OH:31]. The yield is 0.500. No catalyst specified.